Dataset: Reaction yield outcomes from USPTO patents with 853,638 reactions. Task: Predict the reaction yield, written as a fraction of the theoretical maximum amount of product (1.0 means a 100% yield; for example, 0.34 means a 34% yield). (1) The reactants are [NH2:1][C:2]1[C:11]([C:12]#[C:13][C:14]2[CH:19]=[CH:18][CH:17]=[C:16]([NH:20][C:21]([C:23]3[N:27]([CH3:28])[N:26]=[C:25]([CH3:29])[CH:24]=3)=[O:22])[CH:15]=2)=[CH:10][C:5]([C:6]([O:8]C)=[O:7])=[CH:4][N:3]=1.[OH-].[K+].Cl. The catalyst is CO.O.[Cl-].[Na+].O. The product is [NH2:1][C:2]1[C:11]([C:12]#[C:13][C:14]2[CH:19]=[CH:18][CH:17]=[C:16]([NH:20][C:21]([C:23]3[N:27]([CH3:28])[N:26]=[C:25]([CH3:29])[CH:24]=3)=[O:22])[CH:15]=2)=[CH:10][C:5]([C:6]([OH:8])=[O:7])=[CH:4][N:3]=1. The yield is 0.840. (2) The reactants are [CH3:1][CH:2]([CH3:6])[C@@H:3]([OH:5])[CH3:4].[H-].[Na+].Cl[C:10]1[CH:11]=[CH:12][C:13]2[CH2:14][N:15]([C:21]([O:23][C:24]([CH3:27])([CH3:26])[CH3:25])=[O:22])[CH2:16][CH2:17][O:18][C:19]=2[N:20]=1.O. The catalyst is C1(C)C=CC=CC=1.C1C=CC(/C=C/C(/C=C/C2C=CC=CC=2)=O)=CC=1.C1C=CC(/C=C/C(/C=C/C2C=CC=CC=2)=O)=CC=1.C1C=CC(/C=C/C(/C=C/C2C=CC=CC=2)=O)=CC=1.[Pd].[Pd].C1C=CC(P(C2C(C3C(P(C4C=CC=CC=4)C4C=CC=CC=4)=CC=C4C=3C=CC=C4)=C3C(C=CC=C3)=CC=2)C2C=CC=CC=2)=CC=1. The product is [CH3:4][C@H:3]([O:5][C:10]1[CH:11]=[CH:12][C:13]2[CH2:14][N:15]([C:21]([O:23][C:24]([CH3:27])([CH3:26])[CH3:25])=[O:22])[CH2:16][CH2:17][O:18][C:19]=2[N:20]=1)[CH:2]([CH3:6])[CH3:1]. The yield is 0.670.